From a dataset of Catalyst prediction with 721,799 reactions and 888 catalyst types from USPTO. Predict which catalyst facilitates the given reaction. (1) Reactant: [I:1][C:2]1[CH:3]=[N:4][NH:5][CH:6]=1.[H-].[Na+].Br[CH2:10][CH2:11][OH:12]. Product: [I:1][C:2]1[CH:3]=[N:4][N:5]([CH2:10][CH2:11][OH:12])[CH:6]=1. The catalyst class is: 3. (2) Reactant: [NH2:1][C@H:2]1[CH2:6][CH2:5][CH2:4][C@H:3]1[NH:7][C:8](=[O:14])OC(C)(C)C.CCN(C(C)C)C(C)C.[CH3:24][O:25][C:26]1[CH:34]=[CH:33][CH:32]=[C:31]([O:35][CH3:36])[C:27]=1C([Cl:30])=O. Product: [ClH:30].[NH2:1][C@@H:2]1[CH2:6][CH2:5][CH2:4][C@@H:3]1[NH:7][C:8](=[O:14])[C:27]1[C:26]([O:25][CH3:24])=[CH:34][CH:33]=[CH:32][C:31]=1[O:35][CH3:36]. The catalyst class is: 4. (3) Reactant: CCN(C(C)C)C(C)C.[F:10][C:11]([F:28])([F:27])[O:12][C:13]1[CH:14]=[CH:15][CH:16]=[C:17]2[C:22]=1[O:21][C:20](=[O:23])[C:19]([C:24]([OH:26])=O)=[CH:18]2.CN(C(ON1N=NC2C=CC=NC1=2)=[N+](C)C)C.F[P-](F)(F)(F)(F)F.[CH3:53][O:54][C:55]1[CH:60]=[CH:59][C:58]([C:61]2[CH:66]=[CH:65][CH:64]=[C:63]([NH2:67])[CH:62]=2)=[CH:57][C:56]=1[CH3:68]. Product: [CH3:53][O:54][C:55]1[CH:60]=[CH:59][C:58]([C:61]2[CH:66]=[CH:65][CH:64]=[C:63]([NH:67][C:24]([C:19]3[C:20](=[O:23])[O:21][C:22]4[C:17]([CH:18]=3)=[CH:16][CH:15]=[CH:14][C:13]=4[O:12][C:11]([F:10])([F:28])[F:27])=[O:26])[CH:62]=2)=[CH:57][C:56]=1[CH3:68]. The catalyst class is: 3.